From a dataset of Full USPTO retrosynthesis dataset with 1.9M reactions from patents (1976-2016). Predict the reactants needed to synthesize the given product. (1) Given the product [C:13]([O:12][C:11](=[O:17])[NH:1][C:2]1[CH:7]=[CH:6][C:5]([CH2:8][CH2:9][OH:10])=[CH:4][CH:3]=1)([CH3:16])([CH3:15])[CH3:14], predict the reactants needed to synthesize it. The reactants are: [NH2:1][C:2]1[CH:7]=[CH:6][C:5]([CH2:8][CH2:9][OH:10])=[CH:4][CH:3]=1.[C:11](O[C:11]([O:12][C:13]([CH3:16])([CH3:15])[CH3:14])=[O:17])(=[O:17])[O:12][C:13]([CH3:16])([CH3:15])[CH3:14]. (2) Given the product [NH2:1][C:2]1[CH:7]=[CH:6][N:5]=[C:4]([Cl:8])[C:3]=1[Br:9], predict the reactants needed to synthesize it. The reactants are: [NH2:1][C:2]1[CH:7]=[CH:6][N:5]=[C:4]([Cl:8])[CH:3]=1.[Br:9]NC(=O)CCC(N)=O. (3) Given the product [N:22]1([S:15]([CH2:14][CH2:13][CH2:12][N:3]2[C:2](=[O:1])[C:10]3[C:5](=[CH:6][CH:7]=[CH:8][CH:9]=3)[C:4]2=[O:11])(=[O:17])=[O:16])[CH2:23][CH2:25][CH2:27][CH2:26]1, predict the reactants needed to synthesize it. The reactants are: [O:1]=[C:2]1[C:10]2[C:5](=[CH:6][CH:7]=[CH:8][CH:9]=2)[C:4](=[O:11])[N:3]1[CH2:12][CH2:13][CH2:14][S:15](Cl)(=[O:17])=[O:16].C([N:22]([CH2:26][CH3:27])[CH:23]([CH3:25])C)(C)C.N1CCCC1. (4) Given the product [F:35][C:34]1[CH:33]=[CH:32][CH:31]=[C:30]([F:36])[C:29]=1[C:6]1[O:7][C:8]([C:9]2[CH:10]=[CH:11][C:12]([CH2:13][N:14]3[CH2:15][CH2:16][NH:17][CH2:18][CH2:19]3)=[CH:27][CH:28]=2)=[C:4]([C:1]([NH2:2])=[O:3])[N:5]=1, predict the reactants needed to synthesize it. The reactants are: [C:1]([C:4]1[N:5]=[C:6]([C:29]2[C:34]([F:35])=[CH:33][CH:32]=[CH:31][C:30]=2[F:36])[O:7][C:8]=1[C:9]1[CH:28]=[CH:27][C:12]([CH2:13][N:14]2[CH2:19][CH2:18][N:17](C(OC(C)(C)C)=O)[CH2:16][CH2:15]2)=[CH:11][CH:10]=1)(=[O:3])[NH2:2].Cl.O1CCOCC1.C([O-])=O. (5) The reactants are: Br[C:2]1[CH:14]=[CH:13][C:5]([C:6]([NH:8][S:9]([CH3:12])(=[O:11])=[O:10])=[O:7])=[CH:4][C:3]=1[Cl:15].[Cl:16][C:17]1[C:18]([F:32])=[N:19][CH:20]=[C:21](B2OC(C)(C)C(C)(C)O2)[CH:22]=1.C([O-])([O-])=O.[Na+].[Na+]. Given the product [Cl:15][C:3]1[CH:4]=[C:5]([CH:13]=[CH:14][C:2]=1[C:21]1[CH:20]=[N:19][C:18]([F:32])=[C:17]([Cl:16])[CH:22]=1)[C:6]([NH:8][S:9]([CH3:12])(=[O:11])=[O:10])=[O:7], predict the reactants needed to synthesize it. (6) Given the product [N:24]1[CH:25]=[CH:26][C:21]([N:2]2[CH2:3][CH2:4][CH2:5][C:6]3([CH2:7][CH2:8][N:9]([C:12]([O:14][C:15]([CH3:18])([CH3:17])[CH3:16])=[O:13])[CH2:10][CH2:11]3)[CH2:1]2)=[CH:22][CH:23]=1, predict the reactants needed to synthesize it. The reactants are: [CH2:1]1[C:6]2([CH2:11][CH2:10][N:9]([C:12]([O:14][C:15]([CH3:18])([CH3:17])[CH3:16])=[O:13])[CH2:8][CH2:7]2)[CH2:5][CH2:4][CH2:3][NH:2]1.[Cl-].Cl[C:21]1[CH:26]=[CH:25][NH+:24]=[CH:23][CH:22]=1.C(N(C(C)C)C(C)C)C.C([O-])(O)=O.[Na+]. (7) Given the product [CH3:22][O:21][C:14]1[C:13]2[N:12]=[C:11]([NH2:23])[N:10]3[N:9]=[C:8]([CH2:7][CH2:6][N:31]4[CH2:32][C:27]5[S:26][C:25]([CH3:24])=[N:29][C:28]=5[CH2:30]4)[N:20]=[C:19]3[C:18]=2[CH:17]=[CH:16][CH:15]=1, predict the reactants needed to synthesize it. The reactants are: CS(O[CH2:6][CH2:7][C:8]1[N:20]=[C:19]2[N:10]([C:11]([NH2:23])=[N:12][C:13]3[C:14]([O:21][CH3:22])=[CH:15][CH:16]=[CH:17][C:18]=32)[N:9]=1)(=O)=O.[CH3:24][C:25]1[S:26][C:27]2[CH2:32][NH:31][CH2:30][C:28]=2[N:29]=1.CCN(C(C)C)C(C)C.[NH4+].[Cl-].